From a dataset of NCI-60 drug combinations with 297,098 pairs across 59 cell lines. Regression. Given two drug SMILES strings and cell line genomic features, predict the synergy score measuring deviation from expected non-interaction effect. (1) Drug 1: C1=CC=C(C(=C1)C(C2=CC=C(C=C2)Cl)C(Cl)Cl)Cl. Drug 2: C(CC(=O)O)C(=O)CN.Cl. Cell line: HCT-15. Synergy scores: CSS=10.1, Synergy_ZIP=-6.24, Synergy_Bliss=-9.20, Synergy_Loewe=2.72, Synergy_HSA=-5.21. (2) Drug 1: C1CCN(CC1)CCOC2=CC=C(C=C2)C(=O)C3=C(SC4=C3C=CC(=C4)O)C5=CC=C(C=C5)O. Drug 2: C1=CC=C(C=C1)NC(=O)CCCCCCC(=O)NO. Cell line: PC-3. Synergy scores: CSS=4.45, Synergy_ZIP=-3.71, Synergy_Bliss=-1.39, Synergy_Loewe=-7.13, Synergy_HSA=-2.31.